The task is: Regression. Given a peptide amino acid sequence and an MHC pseudo amino acid sequence, predict their binding affinity value. This is MHC class II binding data.. This data is from Peptide-MHC class II binding affinity with 134,281 pairs from IEDB. (1) The peptide sequence is KCPSTGEAHLAEENE. The MHC is DRB1_0401 with pseudo-sequence DRB1_0401. The binding affinity (normalized) is 0. (2) The peptide sequence is LYKLHGGHVSCRVKL. The MHC is DRB1_1101 with pseudo-sequence DRB1_1101. The binding affinity (normalized) is 0.174. (3) The peptide sequence is RFILDGDNLFPKV. The MHC is DRB1_0401 with pseudo-sequence DRB1_0401. The binding affinity (normalized) is 0.628. (4) The peptide sequence is YDKNLANVSTVLTGK. The MHC is DRB3_0202 with pseudo-sequence DRB3_0202. The binding affinity (normalized) is 0.500. (5) The peptide sequence is AFKVAATAANNAPAN. The MHC is DRB1_0901 with pseudo-sequence DRB1_0901. The binding affinity (normalized) is 0.631.